Task: Predict the reactants needed to synthesize the given product.. Dataset: Full USPTO retrosynthesis dataset with 1.9M reactions from patents (1976-2016) The reactants are: C(O)(C(F)(F)F)=O.C(OC([N:15]1[CH2:20][CH2:19][CH:18]([C:21]([OH:40])([C:34]2[CH:39]=[CH:38][CH:37]=[CH:36][CH:35]=2)[C:22]#[C:23][C@:24]2([O:32][CH3:33])[CH:29]3[CH2:30][CH2:31][N:26]([CH2:27][CH2:28]3)[CH2:25]2)[CH2:17][CH2:16]1)=O)(C)(C)C. Given the product [CH3:33][O:32][C@@:24]1([C:23]#[C:22][C:21]([C:34]2[CH:39]=[CH:38][CH:37]=[CH:36][CH:35]=2)([CH:18]2[CH2:17][CH2:16][NH:15][CH2:20][CH2:19]2)[OH:40])[CH:29]2[CH2:30][CH2:31][N:26]([CH2:27][CH2:28]2)[CH2:25]1, predict the reactants needed to synthesize it.